This data is from Full USPTO retrosynthesis dataset with 1.9M reactions from patents (1976-2016). The task is: Predict the reactants needed to synthesize the given product. (1) Given the product [OH:14][CH2:13][C:12]1[CH:11]=[C:10]([S:9][C:4]2[N:5]=[CH:6][CH:7]=[CH:8][C:3]=2[C:1]#[N:2])[CH:18]=[CH:17][CH:16]=1, predict the reactants needed to synthesize it. The reactants are: [C:1]([C:3]1[C:4]([S:9][C:10]2[CH:11]=[C:12]([CH:16]=[CH:17][CH:18]=2)[C:13](O)=[O:14])=[N:5][CH:6]=[CH:7][CH:8]=1)#[N:2].[BH4-].[Na+].O. (2) Given the product [O:7]([C:8]1[CH:13]=[C:12]([O:14][CH3:15])[CH:11]=[CH:10][C:9]=1[CH2:16][C:17]1[CH:22]=[CH:21][C:20]([CH2:23][CH2:24][O:25][CH2:26][O:27][CH3:28])=[CH:19][CH:18]=1)[C@@H:6]1[O:29][C@H:30]([CH2:41][OH:42])[C@@H:31]([OH:37])[C@H:32]([OH:33])[C@H:5]1[OH:4], predict the reactants needed to synthesize it. The reactants are: C([O:4][C@@H:5]1[C@@H:32]([O:33]C(=O)C)[C@H:31]([O:37]C(=O)C)[C@@H:30]([CH2:41][O:42]C(=O)C)[O:29][C@H:6]1[O:7][C:8]1[CH:13]=[C:12]([O:14][CH3:15])[CH:11]=[CH:10][C:9]=1[CH2:16][C:17]1[CH:22]=[CH:21][C:20]([CH2:23][CH2:24][O:25][CH2:26][O:27][CH3:28])=[CH:19][CH:18]=1)(=O)C.[OH-].[Na+]. (3) The reactants are: [CH3:1][O:2][C:3]1[CH:4]=[CH:5][C:6]([N+:40]([O-])=O)=[C:7]([NH:9][C:10]2[C:18]3[O:17][CH2:16][C@@H:15]([N:19]([C:34](=[O:39])[C:35]([F:38])([F:37])[F:36])[C:20]4[CH:33]=[CH:32][C:23]5[C@H:24]([CH2:27][C:28]([O:30][CH3:31])=[O:29])[CH2:25][O:26][C:22]=5[CH:21]=4)[C:14]=3[CH:13]=[CH:12][CH:11]=2)[CH:8]=1. Given the product [NH2:40][C:6]1[CH:5]=[CH:4][C:3]([O:2][CH3:1])=[CH:8][C:7]=1[NH:9][C:10]1[C:18]2[O:17][CH2:16][C@@H:15]([N:19]([C:34](=[O:39])[C:35]([F:38])([F:37])[F:36])[C:20]3[CH:33]=[CH:32][C:23]4[C@H:24]([CH2:27][C:28]([O:30][CH3:31])=[O:29])[CH2:25][O:26][C:22]=4[CH:21]=3)[C:14]=2[CH:13]=[CH:12][CH:11]=1, predict the reactants needed to synthesize it. (4) Given the product [CH3:19][O:20][CH2:21][O:8][C:5]1[CH:6]=[CH:7][C:2]([N:22]2[CH2:27][CH2:26][CH2:25][CH2:24][CH2:23]2)=[C:3]([N+:9]([O-:11])=[O:10])[CH:4]=1, predict the reactants needed to synthesize it. The reactants are: Cl[C:2]1[CH:7]=[CH:6][C:5]([OH:8])=[CH:4][C:3]=1[N+:9]([O-:11])=[O:10].C([O-])([O-])=O.[K+].[K+].Cl[CH2:19][O:20][CH3:21].[NH:22]1[CH2:27][CH2:26][CH2:25][CH2:24][CH2:23]1.